From a dataset of Catalyst prediction with 721,799 reactions and 888 catalyst types from USPTO. Predict which catalyst facilitates the given reaction. Reactant: [O:1]=[S:2]1(=[O:32])[CH2:7][CH2:6][N:5]([CH2:8][C:9]2[CH:14]=[CH:13][C:12]([NH:15][C:16]([C:18]3[CH:23]=[CH:22][C:21]([C:24]4[CH:29]=[C:28]([NH2:30])[CH:27]=[CH:26][C:25]=4[CH3:31])=[CH:20][CH:19]=3)=[O:17])=[CH:11][CH:10]=2)[CH2:4][CH2:3]1.[C:33](O)(=[O:37])[CH2:34][CH2:35][CH3:36].CCN=C=NCCCN(C)C.C1C=CC2N(O)N=NC=2C=1.CN1CCOCC1. Product: [O:32]=[S:2]1(=[O:1])[CH2:7][CH2:6][N:5]([CH2:8][C:9]2[CH:14]=[CH:13][C:12]([NH:15][C:16]([C:18]3[CH:23]=[CH:22][C:21]([C:24]4[CH:29]=[C:28]([NH:30][C:33](=[O:37])[CH2:34][CH2:35][CH3:36])[CH:27]=[CH:26][C:25]=4[CH3:31])=[CH:20][CH:19]=3)=[O:17])=[CH:11][CH:10]=2)[CH2:4][CH2:3]1. The catalyst class is: 18.